From a dataset of Full USPTO retrosynthesis dataset with 1.9M reactions from patents (1976-2016). Predict the reactants needed to synthesize the given product. (1) The reactants are: C1COCC1.[CH3:6][O:7][C:8]1[CH:17]=[CH:16][C:15]2[C:10](=[CH:11][CH:12]=[C:13](Br)[CH:14]=2)[N:9]=1.[F:19][C:20]([F:29])([F:28])[CH:21]1[CH2:26][CH2:25][C:24](=[O:27])[CH2:23][CH2:22]1. Given the product [CH3:6][O:7][C:8]1[CH:17]=[CH:16][C:15]2[C:10](=[CH:11][CH:12]=[C:13]([C:24]3([OH:27])[CH2:23][CH2:22][CH:21]([C:20]([F:28])([F:29])[F:19])[CH2:26][CH2:25]3)[CH:14]=2)[N:9]=1, predict the reactants needed to synthesize it. (2) Given the product [C:18]([O:22][C:23]([N:17]1[C@@H:5]2[C@H:6]([C:8]3[CH:13]=[N:12][C:11]([N:14]([CH3:15])[CH3:16])=[CH:10][CH:9]=3)[CH2:7][C@H:1]1[CH2:2][CH2:3][CH2:4]2)=[O:24])([CH3:21])([CH3:20])[CH3:19], predict the reactants needed to synthesize it. The reactants are: [C@H:1]12[NH:17][C@H:5]([C@H:6]([C:8]3[CH:9]=[CH:10][C:11]([N:14]([CH3:16])[CH3:15])=[N:12][CH:13]=3)[CH2:7]1)[CH2:4][CH2:3][CH2:2]2.[C:18]([O:22][C:23](O[C:23]([O:22][C:18]([CH3:21])([CH3:20])[CH3:19])=[O:24])=[O:24])([CH3:21])([CH3:20])[CH3:19]. (3) The reactants are: I[C:2]1[CH:7]=[CH:6][CH:5]=[CH:4][CH:3]=1.N1C2C(=CC=C3C=2N=CC=C3)C=CC=1.[Cl:22][C:23]1[CH:28]=[CH:27][CH:26]=[C:25]([Cl:29])[CH:24]=1.C(O[Li])(C)(C)C. Given the product [Cl:22][C:23]1[CH:28]=[CH:27][CH:26]=[C:25]([Cl:29])[C:24]=1[C:2]1[CH:7]=[CH:6][CH:5]=[CH:4][CH:3]=1, predict the reactants needed to synthesize it. (4) Given the product [Br:31][CH2:32][C:33]1[CH:38]=[CH:37][C:36]([CH2:39][O:18][C:15]2[CH:14]=[CH:13][C:12]([CH:11]3[N:8]([C:5]4[CH:4]=[CH:3][C:2]([F:1])=[CH:7][CH:6]=4)[C:9](=[O:30])[CH:10]3[CH2:19][CH2:20][CH:21]([C:23]3[CH:24]=[CH:25][C:26]([F:29])=[CH:27][CH:28]=3)[OH:22])=[CH:17][CH:16]=2)=[CH:35][CH:34]=1, predict the reactants needed to synthesize it. The reactants are: [F:1][C:2]1[CH:7]=[CH:6][C:5]([N:8]2[CH:11]([C:12]3[CH:17]=[CH:16][C:15]([OH:18])=[CH:14][CH:13]=3)[CH:10]([CH2:19][CH2:20][CH:21]([C:23]3[CH:28]=[CH:27][C:26]([F:29])=[CH:25][CH:24]=3)[OH:22])[C:9]2=[O:30])=[CH:4][CH:3]=1.[Br:31][CH2:32][C:33]1[CH:38]=[CH:37][C:36]([CH2:39]Br)=[CH:35][CH:34]=1.C(=O)([O-])[O-].[K+].[K+].